Dataset: Full USPTO retrosynthesis dataset with 1.9M reactions from patents (1976-2016). Task: Predict the reactants needed to synthesize the given product. (1) Given the product [C:1]1([C:7]2([CH3:24])[CH2:12][N:11]([CH3:13])[C:10](=[O:14])[NH:9][C:8]2=[O:23])[CH2:6][CH2:5][CH2:4][CH2:3][CH:2]=1, predict the reactants needed to synthesize it. The reactants are: [C:1]1([C:7]2([CH3:24])[CH2:12][N:11]([CH3:13])[C:10](=[O:14])[N:9](C(C)(CC(C)(C)C)C)[C:8]2=[O:23])[CH2:6][CH2:5][CH2:4][CH2:3][CH:2]=1.Cl. (2) The reactants are: [NH2:1][C:2]1[C:7]([N+:8]([O-])=O)=[C:6]([N:11]2[CH2:16][CH2:15][N:14]([CH2:17][C:18]([NH:20][C:21]3[S:22][CH:23]=[CH:24][N:25]=3)=[O:19])[CH2:13][CH2:12]2)[C:5]([Br:26])=[CH:4][N:3]=1.[O-]S(S([O-])=O)=O.[Na+].[Na+]. Given the product [NH2:1][C:2]1[C:7]([NH2:8])=[C:6]([N:11]2[CH2:16][CH2:15][N:14]([CH2:17][C:18]([NH:20][C:21]3[S:22][CH:23]=[CH:24][N:25]=3)=[O:19])[CH2:13][CH2:12]2)[C:5]([Br:26])=[CH:4][N:3]=1, predict the reactants needed to synthesize it. (3) Given the product [CH2:1]([O:8][C@@H:9]1[C@@H:14]([O:15][CH2:16][C:17]2[CH:22]=[CH:21][CH:20]=[CH:19][CH:18]=2)[CH2:13][C@@H:12]([CH2:23][OH:24])[O:11][C@H:10]1[N:32]1[C:44]2[C:43]3[NH:45][C:46]4[CH:47]=[C:48]([F:53])[C:49]([F:52])=[CH:50][C:51]=4[C:42]=3[C:41]3[C:54](=[O:58])[NH:55][C:56](=[O:57])[C:40]=3[C:39]=2[C:38]2[C:33]1=[CH:34][C:35]([F:60])=[C:36]([F:59])[CH:37]=2)[C:2]1[CH:3]=[CH:4][CH:5]=[CH:6][CH:7]=1, predict the reactants needed to synthesize it. The reactants are: [CH2:1]([O:8][C@@H:9]1[C@@H:14]([O:15][CH2:16][C:17]2[CH:22]=[CH:21][CH:20]=[CH:19][CH:18]=2)[CH2:13][C@@H:12]([CH2:23][O:24]CC2C=CC=CC=2)[O:11][C@H:10]1[N:32]1[C:44]2[C:43]3[NH:45][C:46]4[CH:47]=[C:48]([F:53])[C:49]([F:52])=[CH:50][C:51]=4[C:42]=3[C:41]3[C:54](=[O:58])[NH:55][C:56](=[O:57])[C:40]=3[C:39]=2[C:38]2[C:33]1=[CH:34][C:35]([F:60])=[C:36]([F:59])[CH:37]=2)[C:2]1[CH:7]=[CH:6][CH:5]=[CH:4][CH:3]=1.II. (4) Given the product [Br:38][C:34]1[CH:33]=[C:32]([O:31][CH2:30][C@H:28]2[O:29][C@@H:12]([OH:11])[C@H:13]([OH:14])[C@@H:18]([OH:19])[C@@H:23]2[OH:24])[CH:37]=[CH:36][CH:35]=1, predict the reactants needed to synthesize it. The reactants are: C(N(CC)CC)C.C([O:11][C@@H:12]1[O:29][C@H:28]([CH2:30][O:31][C:32]2[CH:37]=[CH:36][CH:35]=[C:34]([Br:38])[CH:33]=2)[C@@H:23]([O:24]C(=O)C)[C@H:18]([O:19]C(=O)C)[C@H:13]1[O:14]C(=O)C)(=O)C.CO.O. (5) Given the product [F:26][C:12]1[CH:11]=[C:10]([NH:9][C:4]2[CH:3]=[C:2]([N:36]3[CH2:41][CH2:40][O:39][CH2:38][CH2:37]3)[N:7]=[C:6]([NH2:8])[N:5]=2)[CH:15]=[CH:14][C:13]=1[O:16][C:17]1[CH:22]=[CH:21][N:20]=[C:19]2[NH:23][CH:24]=[CH:25][C:18]=12, predict the reactants needed to synthesize it. The reactants are: Cl[C:2]1[N:7]=[C:6]([NH2:8])[N:5]=[C:4]([NH:9][C:10]2[CH:15]=[CH:14][C:13]([O:16][C:17]3[CH:22]=[CH:21][N:20]=[C:19]4[NH:23][CH:24]=[CH:25][C:18]=34)=[C:12]([F:26])[CH:11]=2)[CH:3]=1.C(N(C(C)C)C(C)C)C.[NH:36]1[CH2:41][CH2:40][O:39][CH2:38][CH2:37]1.CN(C=O)C. (6) Given the product [Cl:1][C:2]1[CH:3]=[N:4][C:5]([N:11]2[CH2:15][CH2:14][CH:13]([O:16][C:17]3[CH:22]=[CH:21][CH:20]=[C:19]([F:23])[CH:18]=3)[CH2:12]2)=[C:6]([CH:10]=1)[C:7]([NH:25][C:26]1([C:29]2[CH:38]=[CH:37][C:32]([C:33]([O:35][CH3:36])=[O:34])=[CH:31][CH:30]=2)[CH2:28][CH2:27]1)=[O:9], predict the reactants needed to synthesize it. The reactants are: [Cl:1][C:2]1[CH:3]=[N:4][C:5]([N:11]2[CH2:15][CH2:14][CH:13]([O:16][C:17]3[CH:22]=[CH:21][CH:20]=[C:19]([F:23])[CH:18]=3)[CH2:12]2)=[C:6]([CH:10]=1)[C:7]([OH:9])=O.Cl.[NH2:25][C:26]1([C:29]2[CH:38]=[CH:37][C:32]([C:33]([O:35][CH3:36])=[O:34])=[CH:31][CH:30]=2)[CH2:28][CH2:27]1. (7) Given the product [C:26]1([C:8]2[C:9]3[S:14][C:13]([C:15]([O:17][CH3:18])=[O:16])=[CH:12][C:10]=3[NH:11][C:7]=2[C:1]2[CH:2]=[CH:3][CH:4]=[CH:5][CH:6]=2)[CH2:31][CH2:30][CH2:29][CH2:28][CH:27]=1, predict the reactants needed to synthesize it. The reactants are: [C:1]1([C:7]2[NH:11][C:10]3[CH:12]=[C:13]([C:15]([O:17][CH3:18])=[O:16])[S:14][C:9]=3[CH:8]=2)[CH:6]=[CH:5][CH:4]=[CH:3][CH:2]=1.C(OC(=O)C)(=O)C.[C:26]1(=O)[CH2:31][CH2:30][CH2:29][CH2:28][CH2:27]1.P(=O)(O)(O)O.